This data is from Full USPTO retrosynthesis dataset with 1.9M reactions from patents (1976-2016). The task is: Predict the reactants needed to synthesize the given product. (1) The reactants are: [O:1]1CCO[CH:2]1[C:6]1[CH:11]=[CH:10][C:9]([C:12]2[N:16]=[C:15]([C:17]3[CH:18]=[N:19][N:20]([C:26]4[CH:31]=[CH:30][CH:29]=[CH:28][N:27]=4)[C:21]=3[C:22]([F:25])([F:24])[F:23])[O:14][N:13]=2)=[CH:8][CH:7]=1.Cl. Given the product [N:27]1[CH:28]=[CH:29][CH:30]=[CH:31][C:26]=1[N:20]1[C:21]([C:22]([F:23])([F:24])[F:25])=[C:17]([C:15]2[O:14][N:13]=[C:12]([C:9]3[CH:8]=[CH:7][C:6]([CH:2]=[O:1])=[CH:11][CH:10]=3)[N:16]=2)[CH:18]=[N:19]1, predict the reactants needed to synthesize it. (2) Given the product [NH2:7][CH2:8][CH2:9][CH2:10][N:11]([CH2:16][C:17]1[CH:22]=[CH:21][CH:20]=[C:19]([C:23]2[CH:28]=[CH:27][N:26]=[C:25]([NH:40][CH2:39][CH2:38][C:34]3[CH:35]=[CH:36][CH:37]=[C:32]([Cl:31])[CH:33]=3)[N:24]=2)[CH:18]=1)[S:12]([CH3:15])(=[O:13])=[O:14], predict the reactants needed to synthesize it. The reactants are: C(OC(=O)[NH:7][CH2:8][CH2:9][CH2:10][N:11]([CH2:16][C:17]1[CH:22]=[CH:21][CH:20]=[C:19]([C:23]2[CH:28]=[CH:27][N:26]=[C:25](Cl)[N:24]=2)[CH:18]=1)[S:12]([CH3:15])(=[O:14])=[O:13])(C)(C)C.[Cl:31][C:32]1[CH:33]=[C:34]([CH2:38][CH2:39][NH2:40])[CH:35]=[CH:36][CH:37]=1. (3) Given the product [Cl:1][C:2]1[CH:7]=[CH:6][CH:5]=[CH:4][C:3]=1[O:8][CH2:19][CH2:18][CH2:17][Br:16], predict the reactants needed to synthesize it. The reactants are: [Cl:1][C:2]1[CH:7]=[CH:6][CH:5]=[CH:4][C:3]=1[OH:8].[H-].[Na+].BrC(C)CO.[Br:16][CH2:17][CH2:18][CH2:19]O.